From a dataset of CYP2D6 inhibition data for predicting drug metabolism from PubChem BioAssay. Regression/Classification. Given a drug SMILES string, predict its absorption, distribution, metabolism, or excretion properties. Task type varies by dataset: regression for continuous measurements (e.g., permeability, clearance, half-life) or binary classification for categorical outcomes (e.g., BBB penetration, CYP inhibition). Dataset: cyp2d6_veith. (1) The result is 0 (non-inhibitor). The drug is CC(CCc1ccccc1)NS(=O)(=O)c1ccccc1. (2) The compound is OC[C@@H]1O[C@@H](O)[C@H](N=Cc2ccc3c(c2)OCO3)[C@@H](O)[C@@H]1O. The result is 0 (non-inhibitor). (3) The molecule is COc1ccc(-n2c(=O)cnc3cnc(Nc4ccccc4)nc32)cc1. The result is 0 (non-inhibitor). (4) The molecule is Cc1ccc(S(=O)(=O)N2CCN(Cc3ccccc3C(F)(F)F)CC2)cc1. The result is 1 (inhibitor). (5) The compound is C[C@@H]1O[C@H](O[C@@H]2C[C@@H](O)[C@]3(CO)[C@H]4[C@H](O)C[C@]5(C)[C@@H](C6=CC(=O)OC6)CC[C@@]5(O)[C@@H]4CC[C@]3(O)C2)[C@@H](O)[C@H](O)[C@H]1O. The result is 1 (inhibitor).